From a dataset of Full USPTO retrosynthesis dataset with 1.9M reactions from patents (1976-2016). Predict the reactants needed to synthesize the given product. (1) Given the product [N:26]1[CH:31]=[CH:30][CH:29]=[C:28]([NH:32][C:33]([N:2]2[CH2:7][CH2:6][C:5](=[CH:8][C:9]3[CH:25]=[CH:24][CH:23]=[C:11]([O:12][C:13]4[CH:18]=[CH:17][C:16]([C:19]([F:22])([F:20])[F:21])=[CH:15][N:14]=4)[CH:10]=3)[CH2:4][CH2:3]2)=[O:34])[N:27]=1, predict the reactants needed to synthesize it. The reactants are: Cl.[NH:2]1[CH2:7][CH2:6][C:5](=[CH:8][C:9]2[CH:10]=[C:11]([CH:23]=[CH:24][CH:25]=2)[O:12][C:13]2[CH:18]=[CH:17][C:16]([C:19]([F:22])([F:21])[F:20])=[CH:15][N:14]=2)[CH2:4][CH2:3]1.[N:26]1[CH:31]=[CH:30][CH:29]=[C:28]([NH:32][C:33](=O)[O:34]C2C=CC=CC=2)[N:27]=1.C(N(C(C)C)CC)(C)C. (2) Given the product [NH2:1][C:2]1[C:3]2[S:11][CH:10]=[C:9]([C:12]3[CH:13]=[C:14]([NH:18][S:19]([CH3:22])(=[O:21])=[O:20])[CH:15]=[CH:16][CH:17]=3)[C:4]=2[N:5]=[C:6]([NH:37][C:34]2[CH:35]=[N:36][C:31]([N:28]3[CH2:29][CH2:30][N:25]([CH2:23][CH3:24])[CH2:26][CH2:27]3)=[CH:32][CH:33]=2)[N:7]=1, predict the reactants needed to synthesize it. The reactants are: [NH2:1][C:2]1[C:3]2[S:11][CH:10]=[C:9]([C:12]3[CH:13]=[C:14]([NH:18][S:19]([CH3:22])(=[O:21])=[O:20])[CH:15]=[CH:16][CH:17]=3)[C:4]=2[N:5]=[C:6](Cl)[N:7]=1.[CH2:23]([N:25]1[CH2:30][CH2:29][N:28]([C:31]2[N:36]=[CH:35][C:34]([NH2:37])=[CH:33][CH:32]=2)[CH2:27][CH2:26]1)[CH3:24]. (3) Given the product [C:20]([O:24][C:25](=[O:33])[C:26]1[CH:31]=[CH:30][C:29]([N:11]2[CH2:12][CH2:13][C@H:9]([N:5]3[CH2:6][CH2:7][CH2:8][C@@H:4]3[CH3:3])[CH2:10]2)=[CH:28][CH:27]=1)([CH3:23])([CH3:21])[CH3:22], predict the reactants needed to synthesize it. The reactants are: Cl.Cl.[CH3:3][C@H:4]1[CH2:8][CH2:7][CH2:6][N:5]1[C@H:9]1[CH2:13][CH2:12][NH:11][CH2:10]1.CC([O-])(C)C.[Na+].[C:20]([O:24][C:25](=[O:33])[C:26]1[CH:31]=[CH:30][C:29](Br)=[CH:28][CH:27]=1)([CH3:23])([CH3:22])[CH3:21].C1(C)C=CC=CC=1. (4) Given the product [CH2:6]([O:8][C:9](=[O:42])[O:10][CH2:11][CH2:12][O:13][C:14]1[CH:19]=[C:18]([O:20][CH3:21])[CH:17]=[C:16]([CH:22]([NH:32][C:33]2[CH:34]=[CH:35][C:36]([C:39]#[N:40])=[CH:37][CH:38]=2)[C:23]2[NH:26][C:27](=[O:29])[N:49]([C:44]3[N:45]=[CH:46][CH:47]=[CH:48][N:43]=3)[N:50]=2)[C:15]=1[F:41])[CH3:7], predict the reactants needed to synthesize it. The reactants are: O1CCCC1.[CH2:6]([O:8][C:9](=[O:42])[O:10][CH2:11][CH2:12][O:13][C:14]1[CH:19]=[C:18]([O:20][CH3:21])[CH:17]=[C:16]([CH:22]([NH:32][C:33]2[CH:38]=[CH:37][C:36]([C:39]#[N:40])=[CH:35][CH:34]=2)[C:23](=[N:26][C:27]([O:29]CC)=O)SC)[C:15]=1[F:41])[CH3:7].[N:43]1[CH:48]=[CH:47][CH:46]=[N:45][C:44]=1[NH:49][NH2:50].N12CCCN=C1CCCCC2. (5) Given the product [C@:35]12([CH2:45][S:46]([OH:49])(=[O:47])=[O:48])[C:42]([CH3:44])([CH3:43])[CH:39]([CH2:40][CH2:41]1)[CH2:38][C:36]2=[O:37].[CH3:1][C:2]1([CH3:34])[CH2:7][CH2:6][C:5]([C:8]2[C:13]([NH:14][C:15]([C:17]3[NH:18][CH:19]=[C:20]([C:22]#[N:23])[N:21]=3)=[O:16])=[CH:12][CH:11]=[C:10]([CH:24]3[CH2:25][C:26]([CH3:33])([CH3:32])[O:27][C:28]([CH3:31])([CH3:30])[CH2:29]3)[N:9]=2)=[CH:4][CH2:3]1, predict the reactants needed to synthesize it. The reactants are: [CH3:1][C:2]1([CH3:34])[CH2:7][CH2:6][C:5]([C:8]2[C:13]([NH:14][C:15]([C:17]3[NH:18][CH:19]=[C:20]([C:22]#[N:23])[N:21]=3)=[O:16])=[CH:12][CH:11]=[C:10]([CH:24]3[CH2:29][C:28]([CH3:31])([CH3:30])[O:27][C:26]([CH3:33])([CH3:32])[CH2:25]3)[N:9]=2)=[CH:4][CH2:3]1.[C@:35]12([CH2:45][S:46]([OH:49])(=[O:48])=[O:47])[C:42]([CH3:44])([CH3:43])[CH:39]([CH2:40][CH2:41]1)[CH2:38][C:36]2=[O:37]. (6) The reactants are: Cl[C:2]1[CH:11]=[N:10][C:9]2[C:4](=[CH:5][C:6]([O:12][CH3:13])=[CH:7][CH:8]=2)[N:3]=1.Br[CH2:15][CH2:16][OH:17].C(O[C:23](=[O:29])[NH:24][CH:25]1[CH2:28][NH:27][CH2:26]1)(C)(C)C.[O:30]=[C:31]1[NH:36][C:35]2[CH:37]=[C:38](C(O)=O)[CH:39]=[CH:40][C:34]=2[S:33][CH2:32]1. Given the product [CH3:13][O:12][C:6]1[CH:5]=[C:4]2[C:9]([N:10]=[CH:11][C:2]([O:17][CH2:16][CH2:15][N:27]3[CH2:26][CH:25]([NH:24][C:23]([C:38]4[CH:39]=[CH:40][C:34]5[S:33][CH2:32][C:31](=[O:30])[NH:36][C:35]=5[CH:37]=4)=[O:29])[CH2:28]3)=[N:3]2)=[CH:8][CH:7]=1, predict the reactants needed to synthesize it. (7) The reactants are: [C:1]1([CH2:7][NH:8][C@H:9]([C:11]([OH:13])=O)[CH3:10])[CH:6]=[CH:5][CH:4]=[CH:3][CH:2]=1.[O:14]([C:21]1[CH:26]=[CH:25][C:24]([N:27]=[C:28]=[S:29])=[CH:23][CH:22]=1)[C:15]1[CH:20]=[CH:19][CH:18]=[CH:17][CH:16]=1. Given the product [CH3:10][CH:9]1[N:8]([CH2:7][C:1]2[CH:2]=[CH:3][CH:4]=[CH:5][CH:6]=2)[C:28](=[S:29])[N:27]([C:24]2[CH:23]=[CH:22][C:21]([O:14][C:15]3[CH:16]=[CH:17][CH:18]=[CH:19][CH:20]=3)=[CH:26][CH:25]=2)[C:11]1=[O:13], predict the reactants needed to synthesize it. (8) Given the product [C:1]([NH:5][C:6]([C:8]1[C:16]2[C:11](=[N:12][CH:13]=[C:14]([C:17]3[C:25]4[CH2:24][CH2:23][CH2:22][CH2:21][C:20]=4[N:19]([CH3:26])[N+:18]=3[O-:27])[N:15]=2)[NH:10][CH:9]=1)=[O:7])([CH3:4])([CH3:3])[CH3:2], predict the reactants needed to synthesize it. The reactants are: [C:1]([NH:5][C:6]([C:8]1[C:16]2[C:11](=[N:12][CH:13]=[C:14]([C:17]3[C:25]4[CH2:24][CH2:23][CH2:22][CH2:21][C:20]=4[N:19]([CH3:26])[N+:18]=3[O-:27])[N:15]=2)[N:10](COCC[Si](C)(C)C)[CH:9]=1)=[O:7])([CH3:4])([CH3:3])[CH3:2].C(O)(C(F)(F)F)=O. (9) Given the product [OH:1][C:2]1[C:3]([C:22]([NH:24][CH2:25][C:26]([OH:28])=[O:27])=[O:23])=[C:4]2[C:9](=[CH:10][C:11]=1[C:12]1[S:13][CH:14]=[CH:15][CH:16]=1)[N:8]=[C:7]([C:17]1[S:18][CH:19]=[CH:20][CH:21]=1)[CH:6]=[N:5]2, predict the reactants needed to synthesize it. The reactants are: [OH:1][C:2]1[C:3]([C:22]([NH:24][CH2:25][C:26]([O:28]CC)=[O:27])=[O:23])=[C:4]2[C:9](=[CH:10][C:11]=1[C:12]1[S:13][CH:14]=[CH:15][CH:16]=1)[N:8]=[C:7]([C:17]1[S:18][CH:19]=[CH:20][CH:21]=1)[CH:6]=[N:5]2.[OH-].[Na+].